Regression. Given two drug SMILES strings and cell line genomic features, predict the synergy score measuring deviation from expected non-interaction effect. From a dataset of NCI-60 drug combinations with 297,098 pairs across 59 cell lines. (1) Drug 1: C1=C(C(=O)NC(=O)N1)N(CCCl)CCCl. Drug 2: CCC1(C2=C(COC1=O)C(=O)N3CC4=CC5=C(C=CC(=C5CN(C)C)O)N=C4C3=C2)O.Cl. Cell line: ACHN. Synergy scores: CSS=63.3, Synergy_ZIP=-0.856, Synergy_Bliss=0.571, Synergy_Loewe=-0.536, Synergy_HSA=2.69. (2) Drug 1: C1CCC(CC1)NC(=O)N(CCCl)N=O. Drug 2: C(CC(=O)O)C(=O)CN.Cl. Cell line: NCI-H522. Synergy scores: CSS=26.0, Synergy_ZIP=1.74, Synergy_Bliss=9.14, Synergy_Loewe=5.15, Synergy_HSA=10.3. (3) Drug 1: CC1=C(N=C(N=C1N)C(CC(=O)N)NCC(C(=O)N)N)C(=O)NC(C(C2=CN=CN2)OC3C(C(C(C(O3)CO)O)O)OC4C(C(C(C(O4)CO)O)OC(=O)N)O)C(=O)NC(C)C(C(C)C(=O)NC(C(C)O)C(=O)NCCC5=NC(=CS5)C6=NC(=CS6)C(=O)NCCC[S+](C)C)O. Drug 2: CC(C)(C#N)C1=CC(=CC(=C1)CN2C=NC=N2)C(C)(C)C#N. Cell line: SF-539. Synergy scores: CSS=28.4, Synergy_ZIP=-0.860, Synergy_Bliss=-2.36, Synergy_Loewe=-7.35, Synergy_HSA=-2.08. (4) Drug 1: C1CCC(C1)C(CC#N)N2C=C(C=N2)C3=C4C=CNC4=NC=N3. Drug 2: CCN(CC)CCCC(C)NC1=C2C=C(C=CC2=NC3=C1C=CC(=C3)Cl)OC. Cell line: CCRF-CEM. Synergy scores: CSS=44.5, Synergy_ZIP=4.43, Synergy_Bliss=4.40, Synergy_Loewe=-24.9, Synergy_HSA=3.27. (5) Synergy scores: CSS=52.2, Synergy_ZIP=22.2, Synergy_Bliss=27.9, Synergy_Loewe=9.45, Synergy_HSA=22.6. Drug 1: CC1C(C(=O)NC(C(=O)N2CCCC2C(=O)N(CC(=O)N(C(C(=O)O1)C(C)C)C)C)C(C)C)NC(=O)C3=C4C(=C(C=C3)C)OC5=C(C(=O)C(=C(C5=N4)C(=O)NC6C(OC(=O)C(N(C(=O)CN(C(=O)C7CCCN7C(=O)C(NC6=O)C(C)C)C)C)C(C)C)C)N)C. Cell line: MCF7. Drug 2: CC12CCC3C(C1CCC2OP(=O)(O)O)CCC4=C3C=CC(=C4)OC(=O)N(CCCl)CCCl.[Na+]. (6) Drug 1: CC(C1=C(C=CC(=C1Cl)F)Cl)OC2=C(N=CC(=C2)C3=CN(N=C3)C4CCNCC4)N. Drug 2: CC1=C(C(=CC=C1)Cl)NC(=O)C2=CN=C(S2)NC3=CC(=NC(=N3)C)N4CCN(CC4)CCO. Cell line: NCI-H522. Synergy scores: CSS=29.5, Synergy_ZIP=1.57, Synergy_Bliss=6.95, Synergy_Loewe=3.97, Synergy_HSA=6.81. (7) Drug 1: CCCS(=O)(=O)NC1=C(C(=C(C=C1)F)C(=O)C2=CNC3=C2C=C(C=N3)C4=CC=C(C=C4)Cl)F. Drug 2: C1CCC(C1)C(CC#N)N2C=C(C=N2)C3=C4C=CNC4=NC=N3. Cell line: NCI-H460. Synergy scores: CSS=0.830, Synergy_ZIP=2.18, Synergy_Bliss=4.21, Synergy_Loewe=1.59, Synergy_HSA=2.25.